Dataset: Catalyst prediction with 721,799 reactions and 888 catalyst types from USPTO. Task: Predict which catalyst facilitates the given reaction. (1) Reactant: C[Si]([C:5]#[C:6][C:7]1[CH:33]=[CH:32][C:10]2[N:11]([CH2:14][C:15]3[CH:31]=[CH:30][C:18]4[N:19]=[C:20]([NH:22][C@@H:23]5[CH2:28][CH2:27][CH2:26][CH2:25][C@H:24]5[OH:29])[S:21][C:17]=4[CH:16]=3)[CH:12]=[N:13][C:9]=2[CH:8]=1)(C)C.C([O-])([O-])=O.[Na+].[Na+]. Product: [C:6]([C:7]1[CH:33]=[CH:32][C:10]2[N:11]([CH2:14][C:15]3[CH:31]=[CH:30][C:18]4[N:19]=[C:20]([NH:22][C@@H:23]5[CH2:28][CH2:27][CH2:26][CH2:25][C@H:24]5[OH:29])[S:21][C:17]=4[CH:16]=3)[CH:12]=[N:13][C:9]=2[CH:8]=1)#[CH:5]. The catalyst class is: 5. (2) Reactant: [Cl:1][C:2]1[CH:7]=[CH:6][C:5]([CH:8]([C:32]2[CH:37]=[CH:36][C:35]([Cl:38])=[CH:34][CH:33]=2)[C:9]2[CH:10]=[C:11]3[C:16](=[CH:17][CH:18]=2)[N:15]=[N:14][CH:13]=[C:12]3[NH:19][CH2:20][CH2:21][C:22]2[CH:23]=[C:24]([CH:29]=[CH:30][CH:31]=2)[C:25]([O:27]C)=[O:26])=[CH:4][CH:3]=1.[OH-].[Na+]. Product: [Cl:38][C:35]1[CH:36]=[CH:37][C:32]([CH:8]([C:5]2[CH:4]=[CH:3][C:2]([Cl:1])=[CH:7][CH:6]=2)[C:9]2[CH:10]=[C:11]3[C:16](=[CH:17][CH:18]=2)[N:15]=[N:14][CH:13]=[C:12]3[NH:19][CH2:20][CH2:21][C:22]2[CH:23]=[C:24]([CH:29]=[CH:30][CH:31]=2)[C:25]([OH:27])=[O:26])=[CH:33][CH:34]=1. The catalyst class is: 5. (3) Reactant: [Cl:1][C:2]1[N:3]=[C:4]([C:7]2([C:10]#[N:11])[CH2:9][CH2:8]2)[S:5][CH:6]=1.[H-].[H-].[H-].[H-].[Li+].[Al+3]. Product: [Cl:1][C:2]1[N:3]=[C:4]([C:7]2([CH2:10][NH2:11])[CH2:8][CH2:9]2)[S:5][CH:6]=1. The catalyst class is: 28. (4) Reactant: [CH2:1]([N:3]1[C:12]2[C:7](=[CH:8][C:9]([N+:13]([O-])=O)=[CH:10][CH:11]=2)[C:6](=[O:16])[N:5]([CH2:17][CH2:18][CH2:19][O:20][CH3:21])[C:4]1=[O:22])[CH3:2].[H][H]. Product: [NH2:13][C:9]1[CH:8]=[C:7]2[C:12](=[CH:11][CH:10]=1)[N:3]([CH2:1][CH3:2])[C:4](=[O:22])[N:5]([CH2:17][CH2:18][CH2:19][O:20][CH3:21])[C:6]2=[O:16]. The catalyst class is: 78. (5) The catalyst class is: 133. Product: [CH:1]1([CH2:7][CH2:8][CH2:9][C@@H:10]([C:15]2[O:19][N:18]=[C:17]([C:20]([NH:28][CH2:25][CH2:26][CH3:27])=[O:22])[N:16]=2)[CH2:11][C:12]([OH:14])=[O:13])[CH2:2][CH2:3][CH2:4][CH2:5][CH2:6]1. Reactant: [CH:1]1([CH2:7][CH2:8][CH2:9][C@@H:10]([C:15]2[O:19][N:18]=[C:17]([C:20]([O:22]CC)=O)[N:16]=2)[CH2:11][C:12]([OH:14])=[O:13])[CH2:6][CH2:5][CH2:4][CH2:3][CH2:2]1.[CH2:25]([NH2:28])[CH2:26][CH3:27]. (6) Reactant: N[C:2]1[CH:13]=[CH:12][C:5]2[N:6]([CH3:11])[C:7](=[O:10])[CH2:8][O:9][C:4]=2[CH:3]=1.S(=O)(=O)(O)[OH:15].N([O-])=O.[Na+]. The catalyst class is: 6. Product: [OH:15][C:2]1[CH:13]=[CH:12][C:5]2[N:6]([CH3:11])[C:7](=[O:10])[CH2:8][O:9][C:4]=2[CH:3]=1. (7) Reactant: [CH:1]1[C:10]2[C:5](=[CH:6][CH:7]=[CH:8][CH:9]=2)[CH:4]=[CH:3][C:2]=1[CH:11]=[N:12][S:13]([C:16]1[CH:26]=[CH:25][C:19]2[O:20][CH2:21][CH2:22][CH2:23][O:24][C:18]=2[CH:17]=1)(=[O:15])=[O:14].Br[Mg][C:29]1[CH:34]=[CH:33][CH:32]=[CH:31][CH:30]=1. Product: [CH:1]1[C:10]2[C:5](=[CH:6][CH:7]=[CH:8][CH:9]=2)[CH:4]=[CH:3][C:2]=1[CH:11]([C:29]1[CH:34]=[CH:33][CH:32]=[CH:31][CH:30]=1)[NH:12][S:13]([C:16]1[CH:26]=[CH:25][C:19]2[O:20][CH2:21][CH2:22][CH2:23][O:24][C:18]=2[CH:17]=1)(=[O:15])=[O:14]. The catalyst class is: 7. (8) Reactant: [CH3:1][C:2]1=[C:3]([CH3:9])[C:4]([O:6][C:7]1=[O:8])=O.N1C=CC=CC=1.[NH2:16][CH2:17][CH2:18][CH2:19][Si:20]([O:27][CH2:28][CH3:29])([O:24][CH2:25][CH3:26])[O:21][CH2:22][CH3:23]. Product: [CH3:9][C:3]1[C:4](=[O:6])[N:16]([CH2:17][CH2:18][CH2:19][Si:20]([O:27][CH2:28][CH3:29])([O:21][CH2:22][CH3:23])[O:24][CH2:25][CH3:26])[C:7](=[O:8])[C:2]=1[CH3:1]. The catalyst class is: 244. (9) Reactant: [CH:1]([C:4]1[C:8]([CH2:9][CH2:10][CH2:11][OH:12])=[CH:7][N:6]([C:13]2[CH:18]=[CH:17][C:16]([Cl:19])=[CH:15][N:14]=2)[N:5]=1)([CH3:3])[CH3:2].O[C:21]1[CH:26]=[CH:25][CH:24]=[CH:23][C:22]=1[CH2:27][C:28]([O:30][CH3:31])=[O:29].C(P(CCCC)CCCC)CCC.N(C(N1CCCCC1)=O)=NC(N1CCCCC1)=O. Product: [Cl:19][C:16]1[CH:17]=[CH:18][C:13]([N:6]2[CH:7]=[C:8]([CH2:9][CH2:10][CH2:11][O:12][C:21]3[CH:26]=[CH:25][CH:24]=[CH:23][C:22]=3[CH2:27][C:28]([O:30][CH3:31])=[O:29])[C:4]([CH:1]([CH3:3])[CH3:2])=[N:5]2)=[N:14][CH:15]=1. The catalyst class is: 7. (10) Reactant: C([O:8][CH2:9][CH2:10][CH2:11][CH2:12][O:13][C:14]1[CH:15]=[CH:16][C:17]2[CH:23]=[CH:22][NH:21][C:20](=[O:24])[NH:19][C:18]=2[N:25]=1)C1C=CC=CC=1.[H][H].C(OC)(C)(C)C. Product: [OH:8][CH2:9][CH2:10][CH2:11][CH2:12][O:13][C:14]1[CH:15]=[CH:16][C:17]2[CH2:23][CH2:22][NH:21][C:20](=[O:24])[NH:19][C:18]=2[N:25]=1. The catalyst class is: 19.